Dataset: Reaction yield outcomes from USPTO patents with 853,638 reactions. Task: Predict the reaction yield, written as a fraction of the theoretical maximum amount of product (1.0 means a 100% yield; for example, 0.34 means a 34% yield). The reactants are [C:1]([C@H:5]1[CH2:10][CH2:9][C@H:8]([O:11][C:12]2[CH:13]=[C:14]3[C:19](=[CH:20][CH:21]=2)[CH2:18][CH:17]([CH2:22][OH:23])[CH2:16][CH2:15]3)[CH2:7][CH2:6]1)([CH3:4])([CH3:3])[CH3:2].C(Cl)Cl.CC(OI1(OC(C)=O)(OC(C)=O)OC(=O)C2C=CC=CC1=2)=O. No catalyst specified. The product is [C:1]([C@H:5]1[CH2:6][CH2:7][C@H:8]([O:11][C:12]2[CH:13]=[C:14]3[C:19](=[CH:20][CH:21]=2)[CH2:18][CH:17]([CH:22]=[O:23])[CH2:16][CH2:15]3)[CH2:9][CH2:10]1)([CH3:4])([CH3:2])[CH3:3]. The yield is 0.370.